This data is from Peptide-MHC class II binding affinity with 134,281 pairs from IEDB. The task is: Regression. Given a peptide amino acid sequence and an MHC pseudo amino acid sequence, predict their binding affinity value. This is MHC class II binding data. (1) The MHC is DRB1_0405 with pseudo-sequence DRB1_0405. The peptide sequence is AFVGLFSVLIALALI. The binding affinity (normalized) is 0.313. (2) The peptide sequence is VCGMFTNRSGSQQ. The MHC is DRB1_1001 with pseudo-sequence DRB1_1001. The binding affinity (normalized) is 0.163. (3) The peptide sequence is SGHAFGAMAKKGDEQ. The MHC is HLA-DQA10301-DQB10302 with pseudo-sequence HLA-DQA10301-DQB10302. The binding affinity (normalized) is 0.141. (4) The MHC is DRB1_0701 with pseudo-sequence DRB1_0701. The binding affinity (normalized) is 0.177. The peptide sequence is YFVAILDYLNHMAKE. (5) The peptide sequence is RGVRSLSNKIKQKTK. The MHC is H-2-IEd with pseudo-sequence H-2-IEd. The binding affinity (normalized) is 0.201. (6) The peptide sequence is SQDLSLSWNLNGLQAY. The MHC is DRB1_0401 with pseudo-sequence DRB1_0401. The binding affinity (normalized) is 0.643.